This data is from Catalyst prediction with 721,799 reactions and 888 catalyst types from USPTO. The task is: Predict which catalyst facilitates the given reaction. Reactant: [Si]([O:8][C@H:9]1[C@@H:13]([O:14][Si](C(C)(C)C)(C)C)[C@H:12]([N:22]2[CH:27]=[CH:26][C:25](=[O:28])[NH:24][C:23]2=[O:29])[O:11][CH:10]1[C@H:30]([OH:62])[C@@H:31]([C:55]([O:57]C(C)(C)C)=[O:56])[NH:32][CH2:33][CH2:34][CH2:35][NH:36][C:37](=[O:54])[C@H:38]([CH2:50][CH:51]([CH3:53])[CH3:52])[NH:39][C:40](=[O:49])[O:41][CH2:42][C:43]1[CH:48]=[CH:47][CH:46]=[CH:45][CH:44]=1)(C(C)(C)C)(C)C.FC(F)(F)C(O)=O. Product: [O:29]=[C:23]1[NH:24][C:25](=[O:28])[CH:26]=[CH:27][N:22]1[C@@H:12]1[O:11][CH:10]([C@H:30]([OH:62])[C@@H:31]([C:55]([OH:57])=[O:56])[NH:32][CH2:33][CH2:34][CH2:35][NH:36][C:37](=[O:54])[C@H:38]([CH2:50][CH:51]([CH3:53])[CH3:52])[NH:39][C:40](=[O:49])[O:41][CH2:42][C:43]2[CH:48]=[CH:47][CH:46]=[CH:45][CH:44]=2)[C@@H:9]([OH:8])[C@H:13]1[OH:14]. The catalyst class is: 6.